The task is: Predict the product of the given reaction.. This data is from Forward reaction prediction with 1.9M reactions from USPTO patents (1976-2016). (1) The product is: [N:15]1[CH:16]=[C:17]([NH:20][C:21]([C:23]2[N:24]=[C:25]([C:32]3[CH:37]=[CH:36][CH:35]=[CH:34][CH:33]=3)[O:26][C:27]=2[C:28]([F:30])([F:31])[F:29])=[O:22])[CH:18]=[CH:19][C:14]=1[CH:11]1[CH2:12][CH2:13][NH:8][CH2:9][CH2:10]1. Given the reactants C(OC([N:8]1[CH2:13][CH2:12][CH:11]([C:14]2[CH:19]=[CH:18][C:17]([NH:20][C:21]([C:23]3[N:24]=[C:25]([C:32]4[CH:37]=[CH:36][CH:35]=[CH:34][CH:33]=4)[O:26][C:27]=3[C:28]([F:31])([F:30])[F:29])=[O:22])=[CH:16][N:15]=2)[CH2:10][CH2:9]1)=O)(C)(C)C, predict the reaction product. (2) Given the reactants [N+:1]([C:4]1[CH:5]=[C:6]([NH:11][C:12](=[O:25])[C:13]2[CH:18]=[CH:17][CH:16]=[C:15]([N:19]3[CH2:24][CH2:23][O:22][CH2:21][CH2:20]3)[CH:14]=2)[CH:7]=[CH:8][C:9]=1[CH3:10])([O-])=O.[H][H], predict the reaction product. The product is: [NH2:1][C:4]1[CH:5]=[C:6]([NH:11][C:12](=[O:25])[C:13]2[CH:18]=[CH:17][CH:16]=[C:15]([N:19]3[CH2:20][CH2:21][O:22][CH2:23][CH2:24]3)[CH:14]=2)[CH:7]=[CH:8][C:9]=1[CH3:10]. (3) Given the reactants [CH3:1][S:2]([C:5]1[CH:10]=[CH:9][C:8]([C:11]2[CH:16]=[CH:15][C:14]([O:17][CH2:18][CH:19]3[CH2:24][CH2:23][N:22]([C:25]4[NH:29][N:28]=[N:27][N:26]=4)[CH2:21][CH2:20]3)=[CH:13][N:12]=2)=[CH:7][CH:6]=1)(=[O:4])=[O:3].C(=O)([O-])[O-].[K+].[K+].I[CH:37]([CH3:39])[CH3:38], predict the reaction product. The product is: [CH3:38][CH:37]([N:27]1[N:28]=[N:29][C:25]([N:22]2[CH2:23][CH2:24][CH:19]([CH2:18][O:17][C:14]3[CH:15]=[CH:16][C:11]([C:8]4[CH:7]=[CH:6][C:5]([S:2]([CH3:1])(=[O:4])=[O:3])=[CH:10][CH:9]=4)=[N:12][CH:13]=3)[CH2:20][CH2:21]2)=[N:26]1)[CH3:39]. (4) The product is: [BrH:20].[NH2:2][C:3]1[C:4]([OH:17])=[C:5]([C:9]2[CH:10]=[C:11]([C:14]([OH:16])=[O:15])[S:12][CH:13]=2)[CH:6]=[CH:7][CH:8]=1. Given the reactants Br.[NH2:2][C:3]1[C:4]([O:17]C)=[C:5]([C:9]2[CH:10]=[C:11]([C:14]([OH:16])=[O:15])[S:12][CH:13]=2)[CH:6]=[CH:7][CH:8]=1.B(Br)(Br)[Br:20], predict the reaction product. (5) The product is: [O:3]1[C:8]2=[CH:9][CH:10]=[CH:11][C:7]2=[CH:6][C:5]([CH:12]2[CH2:17][CH2:16][CH2:15][CH2:14][N:13]2[CH2:18][CH2:19][C@H:20]2[CH2:21][CH2:22][C@H:23]([NH:26][C:32](=[O:33])[CH2:31][CH:27]3[CH2:30][CH2:29][CH2:28]3)[CH2:24][CH2:25]2)=[CH:4]1. Given the reactants Cl.Cl.[O:3]1[C:8]2=[CH:9][CH:10]=[CH:11][C:7]2=[CH:6][C:5]([CH:12]2[CH2:17][CH2:16][CH2:15][CH2:14][N:13]2[CH2:18][CH2:19][C@H:20]2[CH2:25][CH2:24][C@H:23]([NH2:26])[CH2:22][CH2:21]2)=[CH:4]1.[CH:27]1([CH2:31][C:32](N)=[O:33])[CH2:30][CH2:29][CH2:28]1, predict the reaction product.